Regression. Given a target protein amino acid sequence and a drug SMILES string, predict the binding affinity score between them. We predict pIC50 (pIC50 = -log10(IC50 in M); higher means more potent). Dataset: bindingdb_ic50. From a dataset of Drug-target binding data from BindingDB using IC50 measurements. (1) The drug is CN1CCCC(Nc2cnn(C)c(=O)c2Cl)C1. The target protein (Q92831) has sequence MSEAGGAGPGGCGAGAGAGAGPGALPPQPAALPPAPPQGSPCAAAAGGSGACGPATAVAAAGTAEGPGGGGSARIAVKKAQLRSAPRAKKLEKLGVYSACKAEESCKCNGWKNPNPSPTPPRADLQQIIVSLTESCRSCSHALAAHVSHLENVSEEEMNRLLGIVLDVEYLFTCVHKEEDADTKQVYFYLFKLLRKSILQRGKPVVEGSLEKKPPFEKPSIEQGVNNFVQYKFSHLPAKERQTIVELAKMFLNRINYWHLEAPSQRRLRSPNDDISGYKENYTRWLCYCNVPQFCDSLPRYETTQVFGRTLLRSVFTVMRRQLLEQARQEKDKLPLEKRTLILTHFPKFLSMLEEEVYSQNSPIWDQDFLSASSRTSQLGIQTVINPPPVAGTISYNSTSSSLEQPNAGSSSPACKASSGLEANPGEKRKMTDSHVLEEAKKPRVMGDIPMELINEVMSTITDPAAMLGPETNFLSAHSARDEAARLEERRGVIEFHVVG.... The pIC50 is 5.9. (2) The compound is CC(C)(C)c1ccc(S(=O)(=O)N2Cc3ccc(C(F)(F)F)nc3Nc3ccc4ncccc4c32)cc1. The target protein (P32247) has sequence MAQRQPHSPNQTLISITNDTESSSSVVSNDNTNKGWSGDNSPGIEALCAIYITYAVIISVGILGNAILIKVFFKTKSMQTVPNIFITSLAFGDLLLLLTCVPVDATHYLAEGWLFGRIGCKVLSFIRLTSVGVSVFTLTILSADRYKAVVKPLERQPSNAILKTCVKAGCVWIVSMIFALPEAIFSNVYTFRDPNKNMTFESCTSYPVSKKLLQEIHSLLCFLVFYIIPLSIISVYYSLIARTLYKSTLNIPTEEQSHARKQIESRKRIARTVLVLVALFALCWLPNHLLYLYHSFTSQTYVDPSAMHFIFTIFSRVLAFSNSCVNPFALYWLSKSFQKHFKAQLFCCKAERPEPPVADTSLTTLAVMGTVPGTGSIQMSEISVTSFTGCSVKQAEDRF. The pIC50 is 9.1. (3) The compound is CCc1ccc(CN(C)C(=O)c2cc(COc3cccc4cnccc34)on2)cc1. The target protein (P27467) has sequence MAPLGYLLVLCSLKQALGSYPIWWSLAVGPQYSSLSTQPILCASIPGLVPKQLRFCRNYVEIMPSVAEGVKAGIQECQHQFRGRRWNCTTVSNSLAIFGPVLDKATRESAFVHAIASAGVAFAVTRSCAEGSAAICGCSSRLQGSPGEGWKWGGCSEDIEFGGMVSREFADARENRPDARSAMNRHNNEAGRQAIASHMHLKCKCHGLSGSCEVKTCWWSQPDFRTIGDFLKDKYDSASEMVVEKHRESRGWVETLRPRYTYFKVPTERDLVYYEASPNFCEPNPETGSFGTRDRTCNVSSHGIDGCDLLCCGRGHNARTERRREKCHCVFHWCCYVSCQECTRVYDVHTCK. The pIC50 is 5.4. (4) The drug is O=C(NCC(O)CO)c1cc(N(CCCl)CCCl)c([N+](=O)[O-])cc1[N+](=O)[O-]. The target protein sequence is MTPTIELTCGHRSIRHFTDEPISEAQREAIINSARATSSSSFLQCSSIIRITDKALREELVTLTGGQKHVAQAAEFWVFCADFNRHLQICPDAQLGLAEQLLLGVVDTAMMAQNALTAAESLGLGGVYIGGLRNNIEAVTKLLKLPQHVLPLFGLCLGWPADNPDLKPRLPSSILVHENSYQPLDKDALAQYDEQLAEYYLTRGSNNRRDTWSDHIRRTIIKESRPFILDYLHKQGWATR. The pIC50 is 4.0. (5) The target protein (Q9NXG6) has sequence MAAAAVTGQRPETAAAEEASRPQWAPPDHCQAQAAAGLGDGEDAPVRPLCKPRGICSRAYFLVLMVFVHLYLGNVLALLLFVHYSNGDESSDPGPQHRAQGPGPEPTLGPLTRLEGIKVGHERKVQLVTDRDHFIRTLSLKPLLFEIPGFLTDEECRLIIHLAQMKGLQRSQILPTEEYEEAMSTMQVSQLDLFRLLDQNRDGHLQLREVLAQTRLGNGWWMTPESIQEMYAAIKADPDGDGVLSLQEFSNMDLRDFHKYMRSHKAESSELVRNSHHTWLYQGEGAHHIMRAIRQRVLRLTRLSPEIVELSEPLQVVRYGEGGHYHAHVDSGPVYPETICSHTKLVANESVPFETSCRYMTVLFYLNNVTGGGETVFPVADNRTYDEMSLIQDDVDLRDTRRHCDKGNLRVKPQQGTAVFWYNYLPDGQGWVGDVDDYSLHGGCLVTRGTKWIANNWINVDPSRARQALFQQEMARLAREGGTDSQPEWALDRAYRDARV.... The small molecule is Cc1ccc(NC(=O)c2ccc(C(=O)O)nc2)cc1. The pIC50 is 5.1. (6) The drug is C=CCCCCCc1cnccn1. The pIC50 is 5.0. The target protein (Q16696) has sequence MLASGLLLVTLLACLTVMVLMSVWRQRKSRGKLPPGPTPLPFIGNYLQLNTEQMYNSLMKISERYGPVFTIHLGPRRVVVLCGHDAVKEALVDQAEEFSGRGEQATFDWLFKGYGVAFSNGERAKQLRRFSIATLRGFGVGKRGIEERIQEEAGFLIDALRGTHGANIDPTFFLSRTVSNVISSIVFGDRFDYEDKEFLSLLRMMLGSFQFTATSTGQLYEMFSSVMKHLPGPQQQAFKELQGLEDFIAKKVEHNQRTLDPNSPRDFIDSFLIRMQEEEKNPNTEFYLKNLVMTTLNLFFAGTETVSTTLRYGFLLLMKHPEVEAKVHEEIDRVIGKNRQPKFEDRAKMPYTEAVIHEIQRFGDMLPMGLAHRVNKDTKFRDFFLPKGTEVFPMLGSVLRDPRFFSNPRDFNPQHFLDKKGQFKKSDAFVPFSIGKRYCFGEGLARMELFLFFTTIMQNFRFKSPQSPKDIDVSPKHVGFATIPRNYTMSFLPR.